Dataset: Full USPTO retrosynthesis dataset with 1.9M reactions from patents (1976-2016). Task: Predict the reactants needed to synthesize the given product. Given the product [F:2][C:3]1[CH:4]=[CH:5][C:6]([C:9]2[CH:10]=[CH:11][C:12]([CH2:15][C:16]([C:19]3[NH:20][CH:21]=[C:22]([CH2:24][C:25]([CH3:32])([C:28]([F:31])([F:30])[F:29])[CH:26]=[CH2:27])[N:23]=3)([OH:18])[CH3:17])=[CH:13][CH:14]=2)=[N:7][CH:8]=1, predict the reactants needed to synthesize it. The reactants are: Cl.[F:2][C:3]1[CH:4]=[CH:5][C:6]([C:9]2[CH:14]=[CH:13][C:12]([CH2:15][C:16]([C:19]3[N:20](S(N(C)C)(=O)=O)[CH:21]=[C:22]([CH2:24][C:25]([CH3:32])([C:28]([F:31])([F:30])[F:29])[CH:26]=[CH2:27])[N:23]=3)([OH:18])[CH3:17])=[CH:11][CH:10]=2)=[N:7][CH:8]=1.